This data is from Peptide-MHC class I binding affinity with 185,985 pairs from IEDB/IMGT. The task is: Regression. Given a peptide amino acid sequence and an MHC pseudo amino acid sequence, predict their binding affinity value. This is MHC class I binding data. (1) The peptide sequence is RPRLWRSVI. The MHC is HLA-B07:02 with pseudo-sequence HLA-B07:02. The binding affinity (normalized) is 0.936. (2) The binding affinity (normalized) is 0.0847. The peptide sequence is KAAFDLSFF. The MHC is HLA-B58:02 with pseudo-sequence HLA-B58:02. (3) The peptide sequence is SHLECRTFF. The MHC is HLA-B27:05 with pseudo-sequence HLA-B27:05. The binding affinity (normalized) is 0.0847. (4) The peptide sequence is YVADALAAF. The MHC is Patr-A0401 with pseudo-sequence Patr-A0401. The binding affinity (normalized) is 0.236. (5) The peptide sequence is STLFYVSSIF. The MHC is HLA-A24:02 with pseudo-sequence HLA-A24:02. The binding affinity (normalized) is 0.265. (6) The MHC is HLA-A11:01 with pseudo-sequence HLA-A11:01. The peptide sequence is QLHAAGVRV. The binding affinity (normalized) is 0.0847. (7) The peptide sequence is FPEHIFPAL. The MHC is HLA-A31:01 with pseudo-sequence HLA-A31:01. The binding affinity (normalized) is 0.0847. (8) The peptide sequence is HTCMSECVR. The MHC is HLA-A03:01 with pseudo-sequence HLA-A03:01. The binding affinity (normalized) is 0.254.